From a dataset of Peptide-MHC class II binding affinity with 134,281 pairs from IEDB. Regression. Given a peptide amino acid sequence and an MHC pseudo amino acid sequence, predict their binding affinity value. This is MHC class II binding data. (1) The peptide sequence is LSPGMMMGMFNMLST. The MHC is DRB1_0101 with pseudo-sequence DRB1_0101. The binding affinity (normalized) is 0.625. (2) The peptide sequence is ISSQYYIQQNGNLCY. The MHC is DRB1_1101 with pseudo-sequence DRB1_1101. The binding affinity (normalized) is 0.245. (3) The peptide sequence is GQLQIVDKIDAAFKI. The MHC is DRB3_0101 with pseudo-sequence DRB3_0101. The binding affinity (normalized) is 0.722. (4) The peptide sequence is AFILDFDNLFPKV. The MHC is DRB3_0101 with pseudo-sequence DRB3_0101. The binding affinity (normalized) is 0.890. (5) The peptide sequence is SLLMPILTLTRALAA. The MHC is DRB1_0101 with pseudo-sequence DRB1_0101. The binding affinity (normalized) is 0.301. (6) The peptide sequence is KCRAPGGAKKPLRPR. The MHC is DRB1_0901 with pseudo-sequence DRB1_0901. The binding affinity (normalized) is 0. (7) The peptide sequence is VLMAVVLASLIYRRR. The MHC is DRB1_0101 with pseudo-sequence DRB1_0101. The binding affinity (normalized) is 0.597. (8) The peptide sequence is FTVQEMVALSGAHTL. The MHC is DRB1_1101 with pseudo-sequence DRB1_1101. The binding affinity (normalized) is 0.488. (9) The peptide sequence is VLDMGQGILHNSSDL. The MHC is DRB1_0101 with pseudo-sequence DRB1_0101. The binding affinity (normalized) is 0.510. (10) The peptide sequence is DYEYKVSKLVSRLVI. The MHC is DRB3_0101 with pseudo-sequence DRB3_0101. The binding affinity (normalized) is 0.222.